Task: Predict the reactants needed to synthesize the given product.. Dataset: Full USPTO retrosynthesis dataset with 1.9M reactions from patents (1976-2016) (1) Given the product [OH:18][CH2:13][CH2:12][CH2:8][C:43]1[CH:42]=[C:41]2[C:46]([C:47]([NH:49][C@H:50]3[CH2:54][CH2:53][NH:52][CH2:51]3)=[N:48][C:39]([C:34]3[CH:35]=[CH:36][CH:37]=[CH:38][C:33]=3[OH:32])=[N:40]2)=[CH:45][CH:44]=1, predict the reactants needed to synthesize it. The reactants are: BrC1C=C2C(C(N[C@H]3CCN(C(OC(C)(C)C)=O)C3)=N[C:8]([C:12]3C=CC=C[C:13]=3[OH:18])=N2)=CC=1.[OH:32][C:33]1[CH:38]=[CH:37][CH:36]=[CH:35][C:34]=1[C:39]1[N:48]=[C:47]([NH:49][C@H:50]2[CH2:54][CH2:53][N:52](C(OC(C)(C)C)=O)[CH2:51]2)[C:46]2[C:41](=[CH:42][CH:43]=[C:44](C#CCO)[CH:45]=2)[N:40]=1. (2) Given the product [CH3:3][C:4]1[CH:13]=[CH:12][C:11]2[C:6](=[CH:7][CH:8]=[CH:9][C:10]=2[N:14]2[CH2:15][CH2:16][N:17]([CH2:20][CH2:21][CH2:22][C:23]3[C:32]4[O:31][CH2:30][C:29]5=[C:33]([C:36]([OH:38])=[O:37])[N:34]=[CH:35][N:28]5[C:27]=4[CH:26]=[CH:25][CH:24]=3)[CH2:18][CH2:19]2)[N:5]=1, predict the reactants needed to synthesize it. The reactants are: Cl.Cl.[CH3:3][C:4]1[CH:13]=[CH:12][C:11]2[C:6](=[CH:7][CH:8]=[CH:9][C:10]=2[N:14]2[CH2:19][CH2:18][N:17]([CH2:20][CH2:21][CH2:22][C:23]3[C:32]4[O:31][CH2:30][C:29]5=[C:33]([C:36]([O:38]CC)=[O:37])[N:34]=[CH:35][N:28]5[C:27]=4[CH:26]=[CH:25][CH:24]=3)[CH2:16][CH2:15]2)[N:5]=1.[OH-].[Na+].FC(F)(F)C(O)=O.